From a dataset of Forward reaction prediction with 1.9M reactions from USPTO patents (1976-2016). Predict the product of the given reaction. (1) Given the reactants [NH2:1][C@@H:2]1[CH2:10][C:9]2[C:4](=[CH:5][CH:6]=[C:7]([CH2:11][N:12]3[C:16]([C:17]([F:20])([F:19])[F:18])=[C:15]([C:21]([O:23][CH2:24][CH3:25])=[O:22])[CH:14]=[N:13]3)[CH:8]=2)[CH2:3]1.C1CCN2C(=NCCC2)CC1.[CH3:37][CH:38]([S:40](Cl)(=[O:42])=[O:41])[CH3:39].S(Cl)(Cl)(=O)=O, predict the reaction product. The product is: [CH3:37][CH:38]([S:40]([NH:1][C@@H:2]1[CH2:10][C:9]2[C:4](=[CH:5][CH:6]=[C:7]([CH2:11][N:12]3[C:16]([C:17]([F:18])([F:19])[F:20])=[C:15]([C:21]([O:23][CH2:24][CH3:25])=[O:22])[CH:14]=[N:13]3)[CH:8]=2)[CH2:3]1)(=[O:42])=[O:41])[CH3:39]. (2) Given the reactants [Cl:1][C:2]1[CH:7]=[CH:6][C:5]([C:8]2[N:9]=[C:10]([C:13]([OH:15])=O)[S:11][CH:12]=2)=[CH:4][CH:3]=1.C1N=CN(C(N2C=NC=C2)=O)C=1.[C:28]1([C:34]2[CH:41]=[CH:40][C:37]([CH2:38][NH2:39])=[CH:36][CH:35]=2)[CH:33]=[CH:32][CH:31]=[CH:30][CH:29]=1.C(Cl)(Cl)Cl, predict the reaction product. The product is: [C:34]1([C:28]2[CH:29]=[CH:30][CH:31]=[CH:32][CH:33]=2)[CH:35]=[CH:36][C:37]([CH2:38][NH:39][C:13]([C:10]2[S:11][CH:12]=[C:8]([C:5]3[CH:4]=[CH:3][C:2]([Cl:1])=[CH:7][CH:6]=3)[N:9]=2)=[O:15])=[CH:40][CH:41]=1. (3) Given the reactants [H-].[Na+].[CH3:3][NH:4][C:5](=[O:10])[C:6]([F:9])([F:8])[F:7].Br[CH2:12][CH2:13][CH2:14][CH2:15][CH:16]=[CH2:17].O, predict the reaction product. The product is: [F:7][C:6]([F:9])([F:8])[C:5]([N:4]([CH2:17][CH2:16][CH2:15][CH2:14][CH:13]=[CH2:12])[CH3:3])=[O:10]. (4) Given the reactants Br[C:2]1[C:3]([F:19])=[CH:4][C:5]2[O:11][CH2:10][CH2:9][N:8]3[CH:12]=[C:13]([C:15]([NH2:17])=[O:16])[N:14]=[C:7]3[C:6]=2[CH:18]=1.[N:20]1[CH:25]=[CH:24][CH:23]=[CH:22][C:21]=1[C:26]([OH:30])([C:28]#[CH:29])[CH3:27], predict the reaction product. The product is: [F:19][C:3]1[C:2]([C:29]#[C:28][C:26]([OH:30])([C:21]2[CH:22]=[CH:23][CH:24]=[CH:25][N:20]=2)[CH3:27])=[CH:18][C:6]2[C:7]3[N:8]([CH:12]=[C:13]([C:15]([NH2:17])=[O:16])[N:14]=3)[CH2:9][CH2:10][O:11][C:5]=2[CH:4]=1. (5) The product is: [ClH:41].[ClH:49].[NH2:8][CH2:9][CH2:10][NH:11][C:12]1[CH:13]=[C:14]([C:18]2[N:19]=[C:20]([S:23][CH2:24][C:25]([NH:27][CH:28]3[CH2:33][CH2:32][N:31]([CH2:34][C:35]4[CH:40]=[CH:39][C:38]([Cl:41])=[C:37]([Cl:42])[CH:36]=4)[CH2:30][CH2:29]3)=[O:26])[S:21][CH:22]=2)[CH:15]=[CH:16][CH:17]=1. Given the reactants C(OC([NH:8][CH2:9][CH2:10][NH:11][C:12]1[CH:13]=[C:14]([C:18]2[N:19]=[C:20]([S:23][CH2:24][C:25]([NH:27][CH:28]3[CH2:33][CH2:32][N:31]([CH2:34][C:35]4[CH:40]=[CH:39][C:38]([Cl:41])=[C:37]([Cl:42])[CH:36]=4)[CH2:30][CH2:29]3)=[O:26])[S:21][CH:22]=2)[CH:15]=[CH:16][CH:17]=1)=O)(C)(C)C.C(OCC)(=O)C.[ClH:49], predict the reaction product.